From a dataset of Full USPTO retrosynthesis dataset with 1.9M reactions from patents (1976-2016). Predict the reactants needed to synthesize the given product. (1) Given the product [Cl:16][C:17]1[CH:22]=[C:21]([Cl:23])[CH:20]=[CH:19][C:18]=1[C:2]1[CH:3]=[C:4]([F:15])[CH:5]=[C:6]2[C:10]=1[NH:9][C:8]([C:11]([NH2:13])=[O:12])=[C:7]2[CH3:14], predict the reactants needed to synthesize it. The reactants are: Br[C:2]1[CH:3]=[C:4]([F:15])[CH:5]=[C:6]2[C:10]=1[NH:9][C:8]([C:11]([NH2:13])=[O:12])=[C:7]2[CH3:14].[Cl:16][C:17]1[CH:22]=[C:21]([Cl:23])[CH:20]=[CH:19][C:18]=1B(O)O. (2) The reactants are: [F:1][C:2]1[CH:7]=[CH:6][CH:5]=[C:4]([F:8])[C:3]=1[N:9]1[C:14]2[N:15]=[C:16](S(C)(=O)=O)[N:17]=[C:18]([C:19]3[CH:20]=[C:21]([CH:26]=[CH:27][C:28]=3[CH3:29])[C:22]([NH:24][CH3:25])=[O:23])[C:13]=2[CH2:12][NH:11][C:10]1=[O:34].[NH2:35][CH2:36][CH2:37][CH2:38][N:39]([CH2:44][CH2:45][CH2:46][CH3:47])[CH2:40][CH2:41][CH2:42][CH3:43]. Given the product [NH4+:9].[OH-:23].[CH2:40]([N:39]([CH2:44][CH2:45][CH2:46][CH3:47])[CH2:38][CH2:37][CH2:36][NH:35][C:16]1[N:17]=[C:18]([C:19]2[CH:20]=[C:21]([CH:26]=[CH:27][C:28]=2[CH3:29])[C:22]([NH:24][CH3:25])=[O:23])[C:13]2[CH2:12][NH:11][C:10](=[O:34])[N:9]([C:3]3[C:2]([F:1])=[CH:7][CH:6]=[CH:5][C:4]=3[F:8])[C:14]=2[N:15]=1)[CH2:41][CH2:42][CH3:43], predict the reactants needed to synthesize it. (3) The reactants are: P(Cl)(Cl)(Cl)=O.P(Cl)(Cl)(Cl)(Cl)[Cl:7].[CH2:12]([N:19]1[C:23]2[C:24]([Cl:28])=[N:25][CH:26]=[CH:27][C:22]=2[NH:21][C:20]1=O)[C:13]1[CH:18]=[CH:17][CH:16]=[CH:15][CH:14]=1. Given the product [CH2:12]([N:19]1[C:23]2[C:24]([Cl:28])=[N:25][CH:26]=[CH:27][C:22]=2[NH:21][CH:20]1[Cl:7])[C:13]1[CH:18]=[CH:17][CH:16]=[CH:15][CH:14]=1, predict the reactants needed to synthesize it. (4) Given the product [Cl:1][C:2]1[CH:3]=[CH:4][CH:5]=[C:6]2[C:15]=1[C:9]1([CH2:14][CH2:13][N:12]([C:29](=[O:30])/[CH:28]=[CH:27]/[C:26]3[CH:32]=[C:22]([F:21])[CH:23]=[CH:24][C:25]=3[C:33]([F:34])([F:35])[F:36])[CH2:11][CH2:10]1)[CH2:8][CH:7]2[CH2:16][C:17]([OH:19])=[O:18], predict the reactants needed to synthesize it. The reactants are: [Cl:1][C:2]1[CH:3]=[CH:4][CH:5]=[C:6]2[C:15]=1[C:9]1([CH2:14][CH2:13][NH:12][CH2:11][CH2:10]1)[CH2:8][CH:7]2[CH2:16][C:17]([O:19]C)=[O:18].[F:21][C:22]1[CH:23]=[CH:24][C:25]([C:33]([F:36])([F:35])[F:34])=[C:26]([CH:32]=1)[CH:27]=[CH:28][C:29](O)=[O:30]. (5) Given the product [CH3:21][O:1][CH:2]1[CH2:6][N:5]([C:7]([O:9][CH2:10][C:11]2[CH:12]=[CH:13][CH:14]=[CH:15][CH:16]=2)=[O:8])[CH:4]([C:17]([O:19][CH3:20])=[O:18])[CH2:3]1, predict the reactants needed to synthesize it. The reactants are: [OH:1][C@H:2]1[CH2:6][N:5]([C:7]([O:9][CH2:10][C:11]2[CH:16]=[CH:15][CH:14]=[CH:13][CH:12]=2)=[O:8])[C@H:4]([C:17]([O:19][CH3:20])=[O:18])[CH2:3]1.[CH3:21]I.[H-].[Na+]. (6) Given the product [OH:1][C@H:2]1[CH2:7][CH2:6][C@H:5]([NH:8][C:9]2[N:10]=[C:11]([NH:21][C:22]3[CH:27]=[CH:26][C:25]([N:28]4[CH2:33][CH2:32][N:31]([CH3:34])[CH2:30][CH2:29]4)=[CH:24][CH:23]=3)[C:12]([C:18]([NH2:20])=[O:19])=[N:13][C:14]=2[CH:15]([CH3:16])[CH3:17])[CH2:4][CH2:3]1, predict the reactants needed to synthesize it. The reactants are: [OH:1][C@H:2]1[CH2:7][CH2:6][C@H:5]([NH:8][C:9]2[N:10]=[C:11]([NH:21][C:22]3[CH:27]=[CH:26][C:25]([N:28]4[CH2:33][CH2:32][N:31]([CH3:34])[CH2:30][CH2:29]4)=[CH:24][CH:23]=3)[C:12]([C:18]([NH2:20])=[O:19])=[N:13][C:14]=2[C:15]([CH3:17])=[CH2:16])[CH2:4][CH2:3]1.C(O)C.